Dataset: Forward reaction prediction with 1.9M reactions from USPTO patents (1976-2016). Task: Predict the product of the given reaction. (1) Given the reactants Cl[Zr:2](Cl)([CH:8]1[CH:12]=[CH:11][CH:10]=[CH:9]1)[CH:3]1[CH:7]=[CH:6][CH:5]=[CH:4]1.[C:14]1([Mg]Br)[CH:19]=[CH:18][CH:17]=[CH:16][CH:15]=1, predict the reaction product. The product is: [C:14]1([Zr:2]([C:14]2[CH:19]=[CH:18][CH:17]=[CH:16][CH:15]=2)([CH:8]2[CH:12]=[CH:11][CH:10]=[CH:9]2)[CH:3]2[CH:7]=[CH:6][CH:5]=[CH:4]2)[CH:19]=[CH:18][CH:17]=[CH:16][CH:15]=1. (2) The product is: [CH2:15]1[O:16][CH:6]([C:5]2[CH:8]=[C:9]([O:10][CH3:11])[C:2]([Br:1])=[C:3]([O:12][CH3:13])[CH:4]=2)[O:7][CH2:14]1. Given the reactants [Br:1][C:2]1[C:9]([O:10][CH3:11])=[CH:8][C:5]([CH:6]=[O:7])=[CH:4][C:3]=1[O:12][CH3:13].[CH2:14](O)[CH2:15][OH:16].CC1C=CC(S(O)(=O)=O)=CC=1, predict the reaction product. (3) Given the reactants [CH3:1][O:2][C:3](=[O:26])[CH:4]([NH:18][C:19]([O:21][C:22]([CH3:25])([CH3:24])[CH3:23])=[O:20])[CH2:5][O:6][C:7]1[CH:12]=[CH:11][C:10]([CH2:13][CH2:14][CH2:15][CH2:16][NH2:17])=[CH:9][CH:8]=1.C(N(C(C)C)CC)(C)C.[NH2:36][C:37]1[CH:38]=[N:39][C:40]([Cl:44])=[C:41]([NH2:43])[N:42]=1.I.CS[C:48](=[NH:50])[NH2:49].[CH2:51]([OH:53])C, predict the reaction product. The product is: [CH3:1][O:2][C:3](=[O:26])[CH:4]([NH:18][C:19]([O:21][C:22]([CH3:23])([CH3:25])[CH3:24])=[O:20])[CH2:5][O:6][C:7]1[CH:8]=[CH:9][C:10]([CH2:13][CH2:14][CH2:15][CH2:16][NH:17][C:48]([NH2:49])=[N:50][C:51]([C:38]2[C:37]([NH2:36])=[N:42][C:41]([NH2:43])=[C:40]([Cl:44])[N:39]=2)=[O:53])=[CH:11][CH:12]=1. (4) Given the reactants [C:1]([O:5][C:6]([NH:8][CH2:9][CH2:10][CH2:11][O:12][C:13]1[CH:22]=[C:21](F)[CH:20]=[CH:19][C:14]=1[C:15]([O:17][CH3:18])=[O:16])=[O:7])([CH3:4])([CH3:3])[CH3:2].[NH:24]1[CH2:29][CH2:28][O:27][CH2:26][CH2:25]1, predict the reaction product. The product is: [C:1]([O:5][C:6]([NH:8][CH2:9][CH2:10][CH2:11][O:12][C:13]1[CH:22]=[C:21]([N:24]2[CH2:29][CH2:28][O:27][CH2:26][CH2:25]2)[CH:20]=[CH:19][C:14]=1[C:15]([O:17][CH3:18])=[O:16])=[O:7])([CH3:4])([CH3:3])[CH3:2].